This data is from Reaction yield outcomes from USPTO patents with 853,638 reactions. The task is: Predict the reaction yield, written as a fraction of the theoretical maximum amount of product (1.0 means a 100% yield; for example, 0.34 means a 34% yield). (1) The yield is 0.830. The product is [CH2:1]([O:3][C:4]([C:6]1[S:10][C:9]([C:17]2[NH:13][N:14]=[CH:15][CH:16]=2)=[N:8][C:7]=1[CH3:12])=[O:5])[CH3:2]. The reactants are [CH2:1]([O:3][C:4]([C:6]1[S:10][C:9](Br)=[N:8][C:7]=1[CH3:12])=[O:5])[CH3:2].[NH:13]1[C:17](B(O)O)=[CH:16][CH:15]=[N:14]1.C(=O)([O-])[O-].[K+].[K+]. The catalyst is C1(C)C=CC=CC=1.O.C(O)C.C1C=CC([P]([Pd]([P](C2C=CC=CC=2)(C2C=CC=CC=2)C2C=CC=CC=2)([P](C2C=CC=CC=2)(C2C=CC=CC=2)C2C=CC=CC=2)[P](C2C=CC=CC=2)(C2C=CC=CC=2)C2C=CC=CC=2)(C2C=CC=CC=2)C2C=CC=CC=2)=CC=1. (2) The reactants are Br[C:2]1[CH:7]=[CH:6][C:5]([O:8][CH3:9])=[CH:4][C:3]=1[C:10]([F:13])([F:12])[F:11].C([Li])CCC.[B:19](OC(C)C)([O:24]C(C)C)[O:20]C(C)C.Cl. The catalyst is C1COCC1. The product is [CH3:9][O:8][C:5]1[CH:6]=[CH:7][C:2]([B:19]([OH:24])[OH:20])=[C:3]([C:10]([F:13])([F:12])[F:11])[CH:4]=1. The yield is 0.720. (3) The reactants are [NH2:1][C:2]1[C:11]2[C:6](=[C:7](Br)[CH:8]=[CH:9][CH:10]=2)[N:5]=[N:4][C:3]=1[C:13]([NH:15][CH2:16][CH2:17][CH3:18])=[O:14].[C:19]([C:21]1[CH:22]=[C:23](B(O)O)[CH:24]=[CH:25][CH:26]=1)#[N:20]. The yield is 0.860. No catalyst specified. The product is [NH2:1][C:2]1[C:11]2[C:6](=[C:7]([C:25]3[CH:24]=[CH:23][CH:22]=[C:21]([C:19]#[N:20])[CH:26]=3)[CH:8]=[CH:9][CH:10]=2)[N:5]=[N:4][C:3]=1[C:13]([NH:15][CH2:16][CH2:17][CH3:18])=[O:14]. (4) The reactants are [C:1]([O:5][C:6](=[O:18])[CH2:7][CH2:8][C:9]1[CH:14]=[CH:13][C:12]([OH:15])=[CH:11][C:10]=1[CH2:16][NH2:17])([CH3:4])([CH3:3])[CH3:2].[C:19]([OH:24])(=[O:23])[C:20]([OH:22])=[O:21]. The catalyst is C(OCC)(=O)C. The product is [C:19]([OH:24])(=[O:23])[C:20]([OH:22])=[O:21].[C:1]([O:5][C:6](=[O:18])[CH2:7][CH2:8][C:9]1[CH:14]=[CH:13][C:12]([OH:15])=[CH:11][C:10]=1[CH2:16][NH2:17])([CH3:4])([CH3:2])[CH3:3]. The yield is 0.690.